Dataset: Forward reaction prediction with 1.9M reactions from USPTO patents (1976-2016). Task: Predict the product of the given reaction. Given the reactants [N:1]1([CH:6]2[CH2:11][CH2:10][NH:9][CH2:8][CH2:7]2)[CH2:5][CH2:4][CH2:3][CH2:2]1.[CH3:12][C:13]1[CH:18]=[C:17]([CH3:19])[CH:16]=[C:15]([CH3:20])[C:14]=1[S:21](Cl)(=[O:23])=[O:22], predict the reaction product. The product is: [C:13]1([CH3:12])[CH:18]=[C:17]([CH3:19])[CH:16]=[C:15]([CH3:20])[C:14]=1[S:21]([N:9]1[CH2:10][CH2:11][CH:6]([N:1]2[CH2:5][CH2:4][CH2:3][CH2:2]2)[CH2:7][CH2:8]1)(=[O:22])=[O:23].